This data is from Forward reaction prediction with 1.9M reactions from USPTO patents (1976-2016). The task is: Predict the product of the given reaction. (1) Given the reactants [NH2:1][C:2]1[CH:10]=[CH:9][CH:8]=[C:7]2[C:3]=1[C:4](=[O:20])[N:5]([CH:12]1[CH2:17][CH2:16][C:15](=[O:18])[NH:14][C:13]1=[O:19])[C:6]2=[O:11].Cl.[C:22](Cl)(=[O:29])[C:23]1[CH:28]=[CH:27][CH:26]=[N:25][CH:24]=1, predict the reaction product. The product is: [O:19]=[C:13]1[CH:12]([N:5]2[C:4](=[O:20])[C:3]3[C:7](=[CH:8][CH:9]=[CH:10][C:2]=3[NH:1][C:22]([C:23]3[CH:24]=[N:25][CH:26]=[CH:27][CH:28]=3)=[O:29])[C:6]2=[O:11])[CH2:17][CH2:16][C:15](=[O:18])[NH:14]1. (2) Given the reactants BrC1N=CC(C(N2CCN(C3C(C)=CC(C)=CN=3)CC2)=O)=CC=1.C(C1CN(CC2C=CC(OC)=CC=2)C(=O)N1)(C)C.[CH3:42][C:43]1[C:44]([N:50]2[CH2:55][CH2:54][N:53]([C:56]([C:58]3[CH:59]=[CH:60][C:61]([N:64]4[CH:68]([CH:69]([CH3:71])[CH3:70])[CH2:67][N:66](CC5C=CC(OC)=CC=5)[C:65]4=[O:81])=[N:62][CH:63]=3)=[O:57])[CH2:52][CH2:51]2)=[N:45][CH:46]=[C:47]([CH3:49])[CH:48]=1, predict the reaction product. The product is: [CH3:42][C:43]1[C:44]([N:50]2[CH2:51][CH2:52][N:53]([C:56]([C:58]3[CH:59]=[CH:60][C:61]([N:64]4[CH:68]([CH:69]([CH3:70])[CH3:71])[CH2:67][NH:66][C:65]4=[O:81])=[N:62][CH:63]=3)=[O:57])[CH2:54][CH2:55]2)=[N:45][CH:46]=[C:47]([CH3:49])[CH:48]=1. (3) Given the reactants C1(CCOC2C=CC(C(NC(CC3C=CC(CCC)=CC=3)C(NCCO)=O)=O)=CC=2)CC1.[F:33][CH:34]([F:65])[CH2:35][O:36][C:37]1[CH:64]=[CH:63][C:40]([C:41]([NH:43]/[C:44](/[C:57]([NH:59][CH2:60][CH2:61][OH:62])=[O:58])=[CH:45]\[C:46]2[CH:51]=[CH:50][C:49]([O:52][C:53]([F:56])([F:55])[F:54])=[CH:48][CH:47]=2)=[O:42])=[CH:39][CH:38]=1, predict the reaction product. The product is: [F:65][CH:34]([F:33])[CH2:35][O:36][C:37]1[CH:64]=[CH:63][C:40]([C:41]([NH:43][CH:44]([CH2:45][C:46]2[CH:51]=[CH:50][C:49]([O:52][C:53]([F:54])([F:55])[F:56])=[CH:48][CH:47]=2)[C:57]([NH:59][CH2:60][CH2:61][OH:62])=[O:58])=[O:42])=[CH:39][CH:38]=1. (4) Given the reactants [Cl:1][C:2]1[C:3]([O:29][C:30]2[CH:35]=[CH:34][N:33]=[C:32](Cl)[CH:31]=2)=[CH:4][C:5]([F:28])=[C:6]([NH:8][C:9]([C:11]2[C:12](=[O:27])[N:13]([C:20]3[CH:25]=[CH:24][C:23]([F:26])=[CH:22][CH:21]=3)[CH:14]=[CH:15][C:16]=2[O:17][CH2:18][CH3:19])=[O:10])[CH:7]=1.[C:37]([NH2:41])(=[O:40])[CH2:38][CH3:39].C([O-])([O-])=O.[Cs+].[Cs+].CC1(C)C2C(=C(P(C3C=CC=CC=3)C3C=CC=CC=3)C=CC=2)OC2C(P(C3C=CC=CC=3)C3C=CC=CC=3)=CC=CC1=2, predict the reaction product. The product is: [Cl:1][C:2]1[C:3]([O:29][C:30]2[CH:35]=[CH:34][N:33]=[C:32]([NH:41][C:37](=[O:40])[CH2:38][CH3:39])[CH:31]=2)=[CH:4][C:5]([F:28])=[C:6]([NH:8][C:9]([C:11]2[C:12](=[O:27])[N:13]([C:20]3[CH:25]=[CH:24][C:23]([F:26])=[CH:22][CH:21]=3)[CH:14]=[CH:15][C:16]=2[O:17][CH2:18][CH3:19])=[O:10])[CH:7]=1. (5) Given the reactants CCN=C=NCCCN(C)C.CCN(CC)CC.[C:19]12([C:29](=[O:42])[CH2:30][O:31][C:32]3[CH:37]=[CH:36][C:35]([CH2:38][C:39](O)=[O:40])=[CH:34][CH:33]=3)[CH2:28][CH:23]3[CH2:24][CH:25]([CH2:27][CH:21]([CH2:22]3)[CH2:20]1)[CH2:26]2.[CH2:43]([NH2:50])[C:44]1[CH:49]=[CH:48][CH:47]=[CH:46][CH:45]=1, predict the reaction product. The product is: [C:19]12([C:29](=[O:42])[CH2:30][O:31][C:32]3[CH:37]=[CH:36][C:35]([CH2:38][C:39]([NH:50][CH2:43][C:44]4[CH:49]=[CH:48][CH:47]=[CH:46][CH:45]=4)=[O:40])=[CH:34][CH:33]=3)[CH2:20][CH:21]3[CH2:27][CH:25]([CH2:24][CH:23]([CH2:22]3)[CH2:28]1)[CH2:26]2. (6) The product is: [C:30]([N:1]1[CH2:2][CH2:3][CH:4]([NH:7][C:8]([C:10]2[C:14]3[N:15]=[CH:16][N:17]=[C:18]([C:19]4[CH:24]=[CH:23][CH:22]=[CH:21][C:20]=4[O:25][CH2:26][CH:27]4[CH2:28][CH2:29]4)[C:13]=3[NH:12][CH:11]=2)=[O:9])[CH2:5][CH2:6]1)(=[O:32])[CH3:31]. Given the reactants [NH:1]1[CH2:6][CH2:5][CH:4]([NH:7][C:8]([C:10]2[C:14]3[N:15]=[CH:16][N:17]=[C:18]([C:19]4[CH:24]=[CH:23][CH:22]=[CH:21][C:20]=4[O:25][CH2:26][CH:27]4[CH2:29][CH2:28]4)[C:13]=3[NH:12][CH:11]=2)=[O:9])[CH2:3][CH2:2]1.[C:30](Cl)(=[O:32])[CH3:31], predict the reaction product. (7) Given the reactants [CH3:1][O:2][C:3](=[O:64])[NH:4][CH:5]([C:9]([N:11]1[CH2:15][CH2:14][CH2:13][CH:12]1[C:16]1[NH:17][C:18]([C:21]2[CH:30]=[CH:29][C:28]3[C:23](=[CH:24][CH:25]=[C:26]([C:31]4[CH:36]=[CH:35][C:34]([C:37]5[NH:38][C:39]([CH:42]6[CH2:46][CH2:45][CH2:44][N:43]6[C:47](=[O:63])[CH:48]([NH:55]C(OC(C)(C)C)=O)[C:49]6[CH:54]=[CH:53][CH:52]=[CH:51][CH:50]=6)=[N:40][CH:41]=5)=[CH:33][CH:32]=4)[CH:27]=3)[CH:22]=2)=[CH:19][N:20]=1)=[O:10])[CH:6]([CH3:8])[CH3:7].Cl.O1CCOCC1, predict the reaction product. The product is: [CH3:1][O:2][C:3](=[O:64])[NH:4][CH:5]([C:9]([N:11]1[CH2:15][CH2:14][CH2:13][CH:12]1[C:16]1[NH:17][C:18]([C:21]2[CH:30]=[CH:29][C:28]3[C:23](=[CH:24][CH:25]=[C:26]([C:31]4[CH:32]=[CH:33][C:34]([C:37]5[NH:38][C:39]([CH:42]6[CH2:46][CH2:45][CH2:44][N:43]6[C:47](=[O:63])[CH:48]([NH2:55])[C:49]6[CH:54]=[CH:53][CH:52]=[CH:51][CH:50]=6)=[N:40][CH:41]=5)=[CH:35][CH:36]=4)[CH:27]=3)[CH:22]=2)=[CH:19][N:20]=1)=[O:10])[CH:6]([CH3:8])[CH3:7]. (8) Given the reactants [H-].[Na+].C(O[C:6](=O)[CH2:7][C:8]#[N:9])C.[Cl:11][C:12]1[CH:17]=[C:16]([N+:18]([O-:20])=[O:19])[CH:15]=[C:14]([Cl:21])C=1Cl.[Li+].[Cl-], predict the reaction product. The product is: [Cl:11][C:12]1[CH:17]=[C:16]([N+:18]([O-:20])=[O:19])[CH:15]=[C:14]([Cl:21])[C:6]=1[CH2:7][C:8]#[N:9]. (9) Given the reactants [CH3:1][N:2]([CH3:15])[C:3](=[O:14])[C:4]1[CH:9]=[CH:8][C:7]([Cl:10])=[C:6]([N+:11]([O-])=O)[CH:5]=1.O.Cl, predict the reaction product. The product is: [NH2:11][C:6]1[CH:5]=[C:4]([CH:9]=[CH:8][C:7]=1[Cl:10])[C:3]([N:2]([CH3:1])[CH3:15])=[O:14].